From a dataset of Catalyst prediction with 721,799 reactions and 888 catalyst types from USPTO. Predict which catalyst facilitates the given reaction. (1) Reactant: [I:1]Cl.Cl.[N+:4]([C:7]1[CH:13]=[CH:12][C:10]([NH2:11])=[CH:9][CH:8]=1)([O-:6])=[O:5]. Product: [I:1][C:12]1[CH:13]=[C:7]([N+:4]([O-:6])=[O:5])[CH:8]=[CH:9][C:10]=1[NH2:11]. The catalyst class is: 6. (2) Reactant: [Cl:1][C:2]1[CH:3]=[C:4]([C:17]2[CH:25]=[CH:24][C:20]([C:21](O)=[O:22])=[CH:19][C:18]=2[O:26][CH3:27])[CH:5]=[N:6][C:7]=1[O:8][C:9]1[CH:14]=[C:13]([Cl:15])[CH:12]=[C:11]([Cl:16])[CH:10]=1.[CH3:28][NH:29][S:30]([NH2:33])(=[O:32])=[O:31].CCN=C=NCCCN(C)C.Cl. Product: [Cl:1][C:2]1[CH:3]=[C:4]([C:17]2[CH:25]=[CH:24][C:20]([C:21]([NH:33][S:30](=[O:32])(=[O:31])[NH:29][CH3:28])=[O:22])=[CH:19][C:18]=2[O:26][CH3:27])[CH:5]=[N:6][C:7]=1[O:8][C:9]1[CH:14]=[C:13]([Cl:15])[CH:12]=[C:11]([Cl:16])[CH:10]=1. The catalyst class is: 79. (3) Reactant: [CH2:1]([C:3]1[C:12]2[C:7](=[CH:8][C:9]([O:15][CH3:16])=[C:10]([O:13][CH3:14])[CH:11]=2)[CH:6]=[C:5]([OH:17])[N:4]=1)[CH3:2].Cl.Cl[CH2:20][C:21]1[CH:22]=[N:23][C:24]2[C:29]([CH:30]=1)=[CH:28][C:27]([O:31][CH3:32])=[CH:26][CH:25]=2.[Li+].[OH-]. Product: [CH2:1]([C:3]1[C:12]2[C:7](=[CH:8][C:9]([O:15][CH3:16])=[C:10]([O:13][CH3:14])[CH:11]=2)[C:6]([CH2:20][C:21]2[CH:22]=[N:23][C:24]3[C:29]([CH:30]=2)=[CH:28][C:27]([O:31][CH3:32])=[CH:26][CH:25]=3)=[C:5]([OH:17])[N:4]=1)[CH3:2]. The catalyst class is: 1. (4) The catalyst class is: 12. Reactant: [ClH:1].[Si]([O:9][CH2:10][CH:11]1[N:16]([CH2:17][CH:18]([N:22]2[CH:26]=[C:25]([C:27]3[C:28]4[CH:35]=[CH:34][N:33]([CH2:36][O:37][CH2:38][CH2:39][Si:40]([CH3:43])([CH3:42])[CH3:41])[C:29]=4[N:30]=[CH:31][N:32]=3)[CH:24]=[N:23]2)[CH2:19][C:20]#[N:21])[CH2:15][CH2:14][N:13](C(OC(C)(C)C)=O)[CH2:12]1)(C(C)(C)C)(C)C. Product: [ClH:1].[OH:9][CH2:10][CH:11]1[CH2:12][NH:13][CH2:14][CH2:15][N:16]1[CH2:17][CH:18]([N:22]1[CH:26]=[C:25]([C:27]2[C:28]3[CH:35]=[CH:34][N:33]([CH2:36][O:37][CH2:38][CH2:39][Si:40]([CH3:41])([CH3:43])[CH3:42])[C:29]=3[N:30]=[CH:31][N:32]=2)[CH:24]=[N:23]1)[CH2:19][C:20]#[N:21]. (5) Reactant: [Br:1][C:2]1[CH:7]=[CH:6][CH:5]=[C:4]([CH:8]=[C:9]([N+:11]([O-])=O)[CH3:10])[CH:3]=1.[H-].[H-].[H-].[H-].[Li+].[Al+3]. Product: [Br:1][C:2]1[CH:3]=[C:4]([CH2:8][CH:9]([NH2:11])[CH3:10])[CH:5]=[CH:6][CH:7]=1. The catalyst class is: 1. (6) Reactant: [F:1][C:2]1[CH:7]=[C:6]([N:8]2[CH:13]=[CH:12][CH:11]=[CH:10][C:9]2=[O:14])[CH:5]=[CH:4][C:3]=1[NH:15][C:16]([C@@H:18]1[CH2:22][C@H:21]([NH:23][C:24]([C:26]2[S:27][C:28]([Cl:31])=[CH:29][CH:30]=2)=[O:25])[C:20](=O)[CH2:19]1)=[O:17].[CH3:33][NH2:34]. Product: [F:1][C:2]1[CH:7]=[C:6]([N:8]2[CH:13]=[CH:12][CH:11]=[CH:10][C:9]2=[O:14])[CH:5]=[CH:4][C:3]=1[NH:15][C:16]([CH:18]1[CH2:22][C@H:21]([NH:23][C:24]([C:26]2[S:27][C:28]([Cl:31])=[CH:29][CH:30]=2)=[O:25])[CH:20]([NH:34][CH3:33])[CH2:19]1)=[O:17]. The catalyst class is: 1. (7) Reactant: [Cl:1][C:2]1[CH:26]=[CH:25][C:24]([C:27]([F:30])([F:29])[F:28])=[CH:23][C:3]=1[CH2:4][N:5]([CH2:8][C:9]1[CH:14]=[C:13]([C:15]([F:18])([F:17])[F:16])[CH:12]=[C:11]([C:19]([F:22])([F:21])[F:20])[CH:10]=1)[C:6]#[N:7].N(CCO)(CCO)CCO.C[Si]([N:45]=[N+:46]=[N-:47])(C)C. Product: [Cl:1][C:2]1[CH:26]=[CH:25][C:24]([C:27]([F:28])([F:29])[F:30])=[CH:23][C:3]=1[CH2:4][N:5]([CH2:8][C:9]1[CH:10]=[C:11]([C:19]([F:20])([F:21])[F:22])[CH:12]=[C:13]([C:15]([F:18])([F:17])[F:16])[CH:14]=1)[C:6]1[NH:47][N:46]=[N:45][N:7]=1. The catalyst class is: 74. (8) Reactant: [NH2:1][C:2]1[S:3][C:4]([CH3:10])=[CH:5][C:6]=1[C:7]([OH:9])=[O:8].[O:11]1CCOC[CH2:12]1.C(Cl)(Cl)=O. Product: [CH3:10][C:4]1[S:3][C:2]2[NH:1][C:12](=[O:11])[O:8][C:7](=[O:9])[C:6]=2[CH:5]=1. The catalyst class is: 11.